This data is from NCI-60 drug combinations with 297,098 pairs across 59 cell lines. The task is: Regression. Given two drug SMILES strings and cell line genomic features, predict the synergy score measuring deviation from expected non-interaction effect. (1) Drug 1: C1=CC(=C2C(=C1NCCNCCO)C(=O)C3=C(C=CC(=C3C2=O)O)O)NCCNCCO. Drug 2: C1CCC(C(C1)N)N.C(=O)(C(=O)[O-])[O-].[Pt+4]. Cell line: HT29. Synergy scores: CSS=46.5, Synergy_ZIP=-1.98, Synergy_Bliss=-0.161, Synergy_Loewe=1.07, Synergy_HSA=3.68. (2) Drug 1: CCC1(CC2CC(C3=C(CCN(C2)C1)C4=CC=CC=C4N3)(C5=C(C=C6C(=C5)C78CCN9C7C(C=CC9)(C(C(C8N6C)(C(=O)OC)O)OC(=O)C)CC)OC)C(=O)OC)O.OS(=O)(=O)O. Drug 2: CCCCC(=O)OCC(=O)C1(CC(C2=C(C1)C(=C3C(=C2O)C(=O)C4=C(C3=O)C=CC=C4OC)O)OC5CC(C(C(O5)C)O)NC(=O)C(F)(F)F)O. Cell line: NCI/ADR-RES. Synergy scores: CSS=2.47, Synergy_ZIP=-0.850, Synergy_Bliss=1.58, Synergy_Loewe=-2.85, Synergy_HSA=-2.35. (3) Drug 1: CC=C1C(=O)NC(C(=O)OC2CC(=O)NC(C(=O)NC(CSSCCC=C2)C(=O)N1)C(C)C)C(C)C. Drug 2: CC(C)CN1C=NC2=C1C3=CC=CC=C3N=C2N. Cell line: CCRF-CEM. Synergy scores: CSS=71.7, Synergy_ZIP=-3.10, Synergy_Bliss=-4.16, Synergy_Loewe=-39.8, Synergy_HSA=-3.91.